Dataset: Full USPTO retrosynthesis dataset with 1.9M reactions from patents (1976-2016). Task: Predict the reactants needed to synthesize the given product. Given the product [C:11]([O:15][C:16]([N:18]1[CH:26]2[CH:21]([C:22](=[O:27])[CH2:23][CH2:24][CH2:25]2)[CH2:20][CH2:19]1)=[O:17])([CH3:14])([CH3:12])[CH3:13], predict the reactants needed to synthesize it. The reactants are: C(Cl)(=O)C(Cl)=O.CS(C)=O.[C:11]([O:15][C:16]([N:18]1[CH:26]2[CH:21]([CH:22]([OH:27])[CH2:23][CH2:24][CH2:25]2)[CH2:20][CH2:19]1)=[O:17])([CH3:14])([CH3:13])[CH3:12].C(N(CC)CC)C.